This data is from Reaction yield outcomes from USPTO patents with 853,638 reactions. The task is: Predict the reaction yield, written as a fraction of the theoretical maximum amount of product (1.0 means a 100% yield; for example, 0.34 means a 34% yield). (1) The reactants are [S:1]([N:11]1[C:15]2=[N:16][CH:17]=[C:18]([NH:20]C(=O)OC(C)(C)C)[N:19]=[C:14]2[CH:13]=[CH:12]1)([C:4]1[CH:10]=[CH:9][C:7]([CH3:8])=[CH:6][CH:5]=1)(=[O:3])=[O:2].OP(O)(O)=O.[O-]P([O-])([O-])=O.[K+].[K+].[K+]. The catalyst is C1COCC1.O. The product is [S:1]([N:11]1[C:15]2=[N:16][CH:17]=[C:18]([NH2:20])[N:19]=[C:14]2[CH:13]=[CH:12]1)([C:4]1[CH:5]=[CH:6][C:7]([CH3:8])=[CH:9][CH:10]=1)(=[O:2])=[O:3]. The yield is 0.940. (2) The reactants are [Cl:1][C:2]1[N:3]=[C:4](Cl)[C:5]2[CH2:10][N:9]([CH:11]([CH3:13])[CH3:12])[C:8](=[O:14])[C:6]=2[N:7]=1.[F:16][C:17]1[CH:22]=[CH:21][C:20]([CH2:23][C:24]([NH2:27])([CH3:26])[CH3:25])=[CH:19][CH:18]=1.CCN(C(C)C)C(C)C. The catalyst is ClCCCl. The product is [Cl:1][C:2]1[N:3]=[C:4]([NH:27][C:24]([CH3:26])([CH3:25])[CH2:23][C:20]2[CH:21]=[CH:22][C:17]([F:16])=[CH:18][CH:19]=2)[C:5]2[CH2:10][N:9]([CH:11]([CH3:13])[CH3:12])[C:8](=[O:14])[C:6]=2[N:7]=1. The yield is 0.350.